This data is from Full USPTO retrosynthesis dataset with 1.9M reactions from patents (1976-2016). The task is: Predict the reactants needed to synthesize the given product. (1) Given the product [Cl:1][C:2]1[CH:3]=[CH:4][C:5]([C@H:8]2[CH2:11][CH2:10][C@H:9]2[NH:12][C:24](=[O:25])[C:23]2[CH:27]=[CH:28][CH:29]=[CH:30][C:22]=2[C:21]([F:20])([F:31])[F:32])=[CH:6][CH:7]=1, predict the reactants needed to synthesize it. The reactants are: [Cl:1][C:2]1[CH:7]=[CH:6][C:5]([CH:8]2[CH2:11][CH2:10][CH:9]2[NH2:12])=[CH:4][CH:3]=1.C(N(CC)CC)C.[F:20][C:21]([F:32])([F:31])[C:22]1[CH:30]=[CH:29][CH:28]=[CH:27][C:23]=1[C:24](Cl)=[O:25]. (2) Given the product [ClH:38].[F:39][CH:27]([F:26])[O:28][C:29]1[CH:30]=[C:31]([S:35]([NH:20][C:18]2[CH:19]=[C:14]([N:11]3[CH2:10][CH2:9][NH:8][CH2:13][CH2:12]3)[C:15]([O:24][CH3:25])=[C:16]([F:23])[CH:17]=2)(=[O:37])=[O:36])[CH:32]=[CH:33][CH:34]=1, predict the reactants needed to synthesize it. The reactants are: C([N:8]1[CH2:13][CH2:12][N:11]([C:14]2[CH:19]=[C:18]([N+:20]([O-])=O)[CH:17]=[C:16]([F:23])[C:15]=2[O:24][CH3:25])[CH2:10][CH2:9]1)(OC(C)(C)C)=O.[F:26][CH:27]([F:39])[O:28][C:29]1[CH:30]=[C:31]([S:35]([Cl:38])(=[O:37])=[O:36])[CH:32]=[CH:33][CH:34]=1. (3) Given the product [CH3:1][Si:2]([CH3:8])([CH3:7])[O:3][CH2:4][C:5]#[C:6][C:15]([O:17][CH2:18][CH3:19])=[O:16], predict the reactants needed to synthesize it. The reactants are: [CH3:1][Si:2]([CH3:8])([CH3:7])[O:3][CH2:4][C:5]#[CH:6].C([Li])CCC.Cl[C:15]([O:17][CH2:18][CH3:19])=[O:16]. (4) Given the product [OH:24][CH2:23][CH2:22][N:21]([CH3:20])[C:2]1[CH:7]=[C:6]([C:8]2[CH:13]=[C:12]([N:21]([CH2:22][CH2:23][OH:24])[CH3:20])[CH:11]=[CH:10][N:9]=2)[N:5]=[C:4]([C:14]2[CH:19]=[C:18]([N:21]([CH3:20])[CH2:22][CH2:23][OH:24])[CH:17]=[CH:16][N:15]=2)[CH:3]=1, predict the reactants needed to synthesize it. The reactants are: Cl[C:2]1[CH:7]=[C:6]([C:8]2[CH:13]=[CH:12][CH:11]=[CH:10][N:9]=2)[N:5]=[C:4]([C:14]2[CH:19]=[CH:18][CH:17]=[CH:16][N:15]=2)[CH:3]=1.[CH3:20][NH:21][CH2:22][CH2:23][OH:24]. (5) Given the product [CH:23]1([O:22][C:19]2[CH:18]=[CH:17][C:16]([N:13]3[CH:14]=[CH:15][N:11]([C:8]4[CH:7]=[CH:6][C:5]([O:4][CH2:3][CH2:2][N:32]5[CH:31]=[N:30][N:29]=[CH:33]5)=[CH:10][CH:9]=4)[C:12]3=[O:28])=[CH:21][CH:20]=2)[CH2:24][CH2:25][CH2:26][CH2:27]1, predict the reactants needed to synthesize it. The reactants are: Br[CH2:2][CH2:3][O:4][C:5]1[CH:10]=[CH:9][C:8]([N:11]2[CH:15]=[CH:14][N:13]([C:16]3[CH:21]=[CH:20][C:19]([O:22][CH:23]4[CH2:27][CH2:26][CH2:25][CH2:24]4)=[CH:18][CH:17]=3)[C:12]2=[O:28])=[CH:7][CH:6]=1.[NH:29]1[CH:33]=[N:32][CH:31]=[N:30]1. (6) Given the product [CH3:32][P:30]([C:33]1[CH:38]=[CH:37][C:36]([F:39])=[CH:35][C:34]=1[CH:40]([CH3:41])[O:42][C:43]1[C:44]([NH2:49])=[N:45][CH:46]=[CH:47][CH:48]=1)([CH3:29])=[O:31], predict the reactants needed to synthesize it. The reactants are: ClC1C(F)=CC=C(Cl)C=1[C@H](OC1C(N)=NC=C(B2OC(C)(C)C(C)(C)O2)C=1)C.[CH3:29][P:30]([C:33]1[CH:38]=[CH:37][C:36]([F:39])=[CH:35][C:34]=1[CH:40]([O:42][C:43]1[C:44]([N+:49]([O-])=O)=[N:45][CH:46]=[CH:47][CH:48]=1)[CH3:41])([CH3:32])=[O:31]. (7) Given the product [OH:33][C:32]1[N:8]=[C:9]2[CH2:10][CH2:11][C@@H:12]([C:14]([O:16][CH2:17][CH3:18])=[O:15])[N:13]2[C:29](=[O:30])[CH:28]=1, predict the reactants needed to synthesize it. The reactants are: O1CCOCC1.Cl.[NH2:8][CH:9]1[NH:13][C@H:12]([C:14]([O:16][CH2:17][CH3:18])=[O:15])[CH2:11][CH2:10]1.C(N(CC)CC)C.C([CH:28]([C:32](Cl)=[O:33])[C:29](Cl)=[O:30])C. (8) Given the product [CH2:18]([N:25]1[CH2:30][CH2:29][CH:28]([CH:11]([S:8]([C:5]2[CH:6]=[CH:7][C:2]([Cl:1])=[CH:3][CH:4]=2)(=[O:10])=[O:9])[C:12]2[CH:13]=[CH:14][N:15]=[CH:16][CH:17]=2)[CH2:27][CH2:26]1)[C:19]1[CH:24]=[CH:23][CH:22]=[CH:21][CH:20]=1, predict the reactants needed to synthesize it. The reactants are: [Cl:1][C:2]1[CH:7]=[CH:6][C:5]([S:8]([CH2:11][C:12]2[CH:17]=[CH:16][N:15]=[CH:14][CH:13]=2)(=[O:10])=[O:9])=[CH:4][CH:3]=1.[CH2:18]([N:25]1[CH2:30][CH2:29][CH:28](O)[CH2:27][CH2:26]1)[C:19]1[CH:24]=[CH:23][CH:22]=[CH:21][CH:20]=1.C(C=P(CCCC)(CCCC)CCCC)#N. (9) Given the product [CH3:1][N:62]1[CH2:63][C@@H:64]([O:65][CH2:66][CH2:67][CH2:68][CH2:69][CH2:70]/[CH:71]=[CH:72]\[CH2:73][CH2:74][CH2:75][CH2:76][CH2:77][CH2:78][CH2:79][CH2:80][CH2:81][CH2:82][CH3:83])[C@H:60]([O:59][CH2:41][CH2:42][CH2:43][CH2:44][CH2:45]/[CH:46]=[CH:47]\[CH2:48][CH2:49][CH2:50][CH2:51][CH2:52][CH2:53][CH2:54][CH2:55][CH2:56][CH2:57][CH3:58])[CH2:61]1, predict the reactants needed to synthesize it. The reactants are: [CH2:1](O[C@H]1[C@H](OCCCCCCCC/C=C\CCCCCC)CN(C)C1)CCCCCCC/C=C\CCCCCC.[CH2:41]([O:59][C@H:60]1[C@H:64]([O:65][CH2:66][CH2:67][CH2:68][CH2:69][CH2:70]/[CH:71]=[CH:72]\[CH2:73][CH2:74][CH2:75][CH2:76][CH2:77][CH2:78][CH2:79][CH2:80][CH2:81][CH2:82][CH3:83])[CH2:63][NH:62][CH2:61]1)[CH2:42][CH2:43][CH2:44][CH2:45]/[CH:46]=[CH:47]\[CH2:48][CH2:49][CH2:50][CH2:51][CH2:52][CH2:53][CH2:54][CH2:55][CH2:56][CH2:57][CH3:58].